Dataset: Reaction yield outcomes from USPTO patents with 853,638 reactions. Task: Predict the reaction yield, written as a fraction of the theoretical maximum amount of product (1.0 means a 100% yield; for example, 0.34 means a 34% yield). (1) The reactants are [C:1]([C:5]1[CH:10]=[CH:9][C:8]([NH2:11])=[CH:7][CH:6]=1)([CH3:4])([CH3:3])[CH3:2].[N+:12]([O-])([O-:14])=[O:13].[K+].C([O-])(O)=O.[Na+]. The catalyst is OS(O)(=O)=O. The product is [C:1]([C:5]1[CH:6]=[CH:7][C:8]([NH2:11])=[CH:9][C:10]=1[N+:12]([O-:14])=[O:13])([CH3:4])([CH3:2])[CH3:3]. The yield is 0.770. (2) The reactants are [NH2:1][C:2]1[C:11]2[C:6](=[C:7](Br)[CH:8]=[CH:9][CH:10]=2)[N:5]=[N:4][C:3]=1[C:13]([NH:15][CH:16]1[CH2:18][CH2:17]1)=[O:14].[F:19][C:20]1[CH:25]=[CH:24][CH:23]=[C:22]([O:26][CH3:27])[C:21]=1B(O)O. No catalyst specified. The product is [NH2:1][C:2]1[C:11]2[C:6](=[C:7]([C:21]3[C:22]([O:26][CH3:27])=[CH:23][CH:24]=[CH:25][C:20]=3[F:19])[CH:8]=[CH:9][CH:10]=2)[N:5]=[N:4][C:3]=1[C:13]([NH:15][CH:16]1[CH2:18][CH2:17]1)=[O:14]. The yield is 0.600. (3) The reactants are Br[C:2]1[C:7]([CH:8]=[O:9])=[C:6]([Cl:10])[N:5]=[CH:4][CH:3]=1.[C:11]1(=[O:24])[C:16]2=[CH:17][C:18]3[CH2:19][CH2:20][CH2:21][CH2:22][C:23]=3[N:15]2[CH2:14][CH2:13][NH:12]1.CC1(C)C2C(=C(P(C3C=CC=CC=3)C3C=CC=CC=3)C=CC=2)OC2C(P(C3C=CC=CC=3)C3C=CC=CC=3)=CC=CC1=2.C([O-])([O-])=O.[Cs+].[Cs+]. The catalyst is C1C=CC(/C=C/C(/C=C/C2C=CC=CC=2)=O)=CC=1.C1C=CC(/C=C/C(/C=C/C2C=CC=CC=2)=O)=CC=1.C1C=CC(/C=C/C(/C=C/C2C=CC=CC=2)=O)=CC=1.[Pd].[Pd].O1CCOCC1. The product is [Cl:10][C:6]1[N:5]=[CH:4][CH:3]=[C:2]([N:12]2[CH2:13][CH2:14][N:15]3[C:23]4[CH2:22][CH2:21][CH2:20][CH2:19][C:18]=4[CH:17]=[C:16]3[C:11]2=[O:24])[C:7]=1[CH:8]=[O:9]. The yield is 0.800. (4) The reactants are [C:1]([O:5][C:6]([N:8]1[CH2:12][CH2:11][CH2:10][CH:9]1[C:13]1[NH:17][C:16]2[CH:18]=[C:19](Br)[CH:20]=[CH:21][C:15]=2[N:14]=1)=[O:7])([CH3:4])([CH3:3])[CH3:2].[B:23]1([B:23]2[O:27][C:26]([CH3:29])([CH3:28])[C:25]([CH3:31])([CH3:30])[O:24]2)[O:27][C:26]([CH3:29])([CH3:28])[C:25]([CH3:31])([CH3:30])[O:24]1.C([O-])(=O)C.[K+]. The catalyst is O1CCOCC1.C(OCC)(=O)C.C1C=CC(P(C2C=CC=CC=2)[C-]2C=CC=C2)=CC=1.C1C=CC(P(C2C=CC=CC=2)[C-]2C=CC=C2)=CC=1.Cl[Pd]Cl.[Fe+2]. The product is [C:1]([O:5][C:6]([N:8]1[CH2:12][CH2:11][CH2:10][CH:9]1[C:13]1[NH:17][C:16]2[CH:18]=[C:19]([B:23]3[O:27][C:26]([CH3:29])([CH3:28])[C:25]([CH3:31])([CH3:30])[O:24]3)[CH:20]=[CH:21][C:15]=2[N:14]=1)=[O:7])([CH3:4])([CH3:3])[CH3:2]. The yield is 0.590.